This data is from Forward reaction prediction with 1.9M reactions from USPTO patents (1976-2016). The task is: Predict the product of the given reaction. (1) Given the reactants C12CC(CC1)C=C2B(O)O.[CH:11]1[C:20]2[C:15](=[CH:16][CH:17]=[CH:18][CH:19]=2)[CH2:14][CH2:13][C:12]=1[C:21]1[N:26]=[C:25]([CH2:27][NH:28][C@H:29]([CH:32]([CH3:34])[CH3:33])[CH2:30][OH:31])[C:24]([F:35])=[CH:23][CH:22]=1, predict the reaction product. The product is: [F:35][C:24]1[C:25]([CH2:27][NH:28][C@H:29]([CH:32]([CH3:34])[CH3:33])[CH2:30][OH:31])=[N:26][C:21]([CH:12]2[CH2:13][CH2:14][C:15]3[C:20](=[CH:19][CH:18]=[CH:17][CH:16]=3)[CH2:11]2)=[CH:22][CH:23]=1. (2) Given the reactants Br[C:2]1[CH:3]=[C:4]([CH3:8])[CH:5]=[CH:6][CH:7]=1.[CH2:9]([Li])[CH2:10][CH2:11][CH3:12].[C:14](Cl)(=[O:24])[C:15]1[CH:23]=[CH:22][CH:21]=[C:17]([C:18](Cl)=[O:19])[CH:16]=1.O1C[CH2:29][CH2:28][CH2:27]1, predict the reaction product. The product is: [CH3:12][C:11]1[CH:27]=[C:28]([CH:29]=[CH:9][CH:10]=1)[C:14]([C:15]1[CH:23]=[CH:22][CH:21]=[C:17]([C:18](=[O:19])[C:6]2[CH:7]=[CH:2][CH:3]=[C:4]([CH3:8])[CH:5]=2)[CH:16]=1)=[O:24]. (3) Given the reactants [CH3:1][O:2][C:3]1[CH:4]=[CH:5][C:6]([CH:18]=O)=[N:7][C:8]=1[C:9]1[CH:14]=[CH:13][C:12]([S:15]([CH3:17])=[O:16])=[CH:11][CH:10]=1.[NH2:20][C:21]1[CH:29]=[CH:28][CH:27]=[C:26]([O:30][CH3:31])[C:22]=1[C:23]([NH2:25])=[O:24].OS([O-])=O.[Na+].O.C1(C)C=CC(S(O)(=O)=O)=CC=1, predict the reaction product. The product is: [CH3:31][O:30][C:26]1[CH:27]=[CH:28][CH:29]=[C:21]2[C:22]=1[C:23](=[O:24])[NH:25][C:18]([C:6]1[CH:5]=[CH:4][C:3]([O:2][CH3:1])=[C:8]([C:9]3[CH:10]=[CH:11][C:12]([S:15]([CH3:17])=[O:16])=[CH:13][CH:14]=3)[N:7]=1)=[N:20]2. (4) Given the reactants C(OC([N:11]1[CH2:19][C@@:18]2([NH:20][C:21]([O:23][C:24]([CH3:27])([CH3:26])[CH3:25])=[O:22])[C@H:13]([CH2:14][CH2:15][O:16][CH2:17]2)[CH2:12]1)=O)C1C=CC=CC=1.[H][H], predict the reaction product. The product is: [C:24]([O:23][C:21]([NH:20][C@:18]12[CH2:19][NH:11][CH2:12][C@H:13]1[CH2:14][CH2:15][O:16][CH2:17]2)=[O:22])([CH3:27])([CH3:25])[CH3:26]. (5) Given the reactants N1C=CC=CC=1.[CH3:7][O:8][C:9]1[CH:14]=[C:13]([O:15][CH3:16])[CH:12]=[CH:11][C:10]=1B(O)O.[C:20]([C:24]1[CH:28]=[C:27]([C:29]([O:31][CH2:32][CH3:33])=[O:30])[NH:26][N:25]=1)([CH3:23])([CH3:22])[CH3:21].CCOCC.CCCC(C)C, predict the reaction product. The product is: [C:20]([C:24]1[CH:28]=[C:27]([C:29]([O:31][CH2:32][CH3:33])=[O:30])[N:26]([C:10]2[CH:11]=[CH:12][C:13]([O:15][CH3:16])=[CH:14][C:9]=2[O:8][CH3:7])[N:25]=1)([CH3:23])([CH3:21])[CH3:22].